Predict the reactants needed to synthesize the given product. From a dataset of Full USPTO retrosynthesis dataset with 1.9M reactions from patents (1976-2016). Given the product [NH2:17][C:15]1[S:16][C:12]([C:2]([O:4][CH2:5][CH3:6])=[O:3])=[CH:13][N:14]=1, predict the reactants needed to synthesize it. The reactants are: [Na].[CH:2]([O:4][CH2:5][CH3:6])=[O:3].ClCC(O[CH2:12][CH3:13])=O.[NH2:14][C:15]([NH2:17])=[S:16].